Dataset: Full USPTO retrosynthesis dataset with 1.9M reactions from patents (1976-2016). Task: Predict the reactants needed to synthesize the given product. (1) Given the product [NH2:7][C:5]([C:4]1[CH:3]=[C:2]([NH:1][C:11]2[O:46][C:25]([C:26]([NH:28][C:29]3[CH:30]=[CH:31][C:32]([C@H:35]4[CH2:36][CH2:37][C@H:38]([CH2:41][C:42]([O:44][CH3:45])=[O:43])[CH2:39][CH2:40]4)=[CH:33][CH:34]=3)=[O:27])=[N:23][N:24]=2)[CH:10]=[CH:9][CH:8]=1)=[O:6], predict the reactants needed to synthesize it. The reactants are: [NH2:1][C:2]1[CH:3]=[C:4]([CH:8]=[CH:9][CH:10]=1)[C:5]([NH2:7])=[O:6].[C:11](N1C=CN=C1)(N1C=CN=C1)=S.[NH:23]([C:25](=[O:46])[C:26]([NH:28][C:29]1[CH:34]=[CH:33][C:32]([C@H:35]2[CH2:40][CH2:39][C@H:38]([CH2:41][C:42]([O:44][CH3:45])=[O:43])[CH2:37][CH2:36]2)=[CH:31][CH:30]=1)=[O:27])[NH2:24].C1N=CN(C(N2C=NC=C2)=O)C=1. (2) Given the product [Cl:14][C:13]1[C:3]2[CH2:2][N:29]([CH:27]([C:24]3[CH:25]=[N:26][C:21]([O:20][C:19]4[CH:31]=[CH:32][C:33]([F:34])=[C:17]([F:16])[CH:18]=4)=[C:22]([CH3:30])[CH:23]=3)[CH3:28])[C:5](=[O:7])[C:4]=2[CH:10]=[CH:11][N:12]=1, predict the reactants needed to synthesize it. The reactants are: Br[CH2:2][C:3]1[C:13]([Cl:14])=[N:12][CH:11]=[CH:10][C:4]=1[C:5]([O:7]CC)=O.Cl.[F:16][C:17]1[CH:18]=[C:19]([CH:31]=[CH:32][C:33]=1[F:34])[O:20][C:21]1[N:26]=[CH:25][C:24]([CH:27]([NH2:29])[CH3:28])=[CH:23][C:22]=1[CH3:30]. (3) The reactants are: [O:1]=[C:2]1[NH:6][C:5](=[O:7])[CH:4]([CH2:8][C:9]2[CH:19]=[CH:18][C:12]([O:13][CH2:14][C:15]([OH:17])=O)=[CH:11][CH:10]=2)[S:3]1.S(Cl)(Cl)=O.[NH2:24][C:25]1[CH:30]=[CH:29][C:28]([O:31][CH3:32])=[CH:27][C:26]=1[N:33]([CH3:41])[C:34](=[O:40])[O:35][C:36]([CH3:39])([CH3:38])[CH3:37].C(N(CC)CC)C. Given the product [O:1]=[C:2]1[NH:6][C:5](=[O:7])[CH:4]([CH2:8][C:9]2[CH:10]=[CH:11][C:12]([O:13][CH2:14][C:15]([NH:24][C:25]3[CH:30]=[CH:29][C:28]([O:31][CH3:32])=[CH:27][C:26]=3[N:33]([CH3:41])[C:34](=[O:40])[O:35][C:36]([CH3:37])([CH3:39])[CH3:38])=[O:17])=[CH:18][CH:19]=2)[S:3]1, predict the reactants needed to synthesize it. (4) Given the product [O:20]=[C:18]([CH3:19])[CH2:17][N:24]1[CH2:23][CH2:22][N:21]([C:27]([O:29][CH2:30][C:31]2[CH:36]=[CH:35][CH:34]=[CH:33][CH:32]=2)=[O:28])[CH2:26][CH2:25]1, predict the reactants needed to synthesize it. The reactants are: C(=O)([O-])[O-].[K+].[K+].C(N(C(C)C)C(C)C)C.Cl[CH2:17][C:18](=[O:20])[CH3:19].[N:21]1([C:27]([O:29][CH2:30][C:31]2[CH:36]=[CH:35][CH:34]=[CH:33][CH:32]=2)=[O:28])[CH2:26][CH2:25][NH:24][CH2:23][CH2:22]1. (5) Given the product [Cl:14][C:11]1[CH:12]=[CH:13][C:8]([C:6](=[O:7])[C:5]([OH:4])=[O:15])=[CH:9][CH:10]=1, predict the reactants needed to synthesize it. The reactants are: C([O:4][CH2:5][C:6]([C:8]1[CH:13]=[CH:12][C:11]([Cl:14])=[CH:10][CH:9]=1)=[O:7])(=O)C.[OH-:15].[Na+].Cl. (6) The reactants are: [NH2:1][N:2]1[N:11]=[C:10]([S:12][C:13]([CH3:16])([CH3:15])[CH3:14])[C:9]2[C:4](=[CH:5][CH:6]=[CH:7][CH:8]=2)[C:3]1=[O:17].[Cl:18][C:19]1[CH:24]=[CH:23][C:22]([CH2:25][C:26](Cl)=[O:27])=[CH:21][CH:20]=1. Given the product [C:13]([S:12][C:10]1[C:9]2[C:4](=[CH:5][CH:6]=[CH:7][CH:8]=2)[C:3](=[O:17])[N:2]([NH:1][C:26](=[O:27])[CH2:25][C:22]2[CH:23]=[CH:24][C:19]([Cl:18])=[CH:20][CH:21]=2)[N:11]=1)([CH3:14])([CH3:16])[CH3:15], predict the reactants needed to synthesize it.